This data is from NCI-60 drug combinations with 297,098 pairs across 59 cell lines. The task is: Regression. Given two drug SMILES strings and cell line genomic features, predict the synergy score measuring deviation from expected non-interaction effect. Drug 1: C1=C(C(=O)NC(=O)N1)F. Drug 2: CC12CCC3C(C1CCC2OP(=O)(O)O)CCC4=C3C=CC(=C4)OC(=O)N(CCCl)CCCl.[Na+]. Cell line: 786-0. Synergy scores: CSS=27.9, Synergy_ZIP=3.05, Synergy_Bliss=1.66, Synergy_Loewe=-9.90, Synergy_HSA=2.30.